This data is from NCI-60 drug combinations with 297,098 pairs across 59 cell lines. The task is: Regression. Given two drug SMILES strings and cell line genomic features, predict the synergy score measuring deviation from expected non-interaction effect. (1) Drug 1: CC1=C(C(CCC1)(C)C)C=CC(=CC=CC(=CC(=O)O)C)C. Drug 2: CC1CCC2CC(C(=CC=CC=CC(CC(C(=O)C(C(C(=CC(C(=O)CC(OC(=O)C3CCCCN3C(=O)C(=O)C1(O2)O)C(C)CC4CCC(C(C4)OC)OCCO)C)C)O)OC)C)C)C)OC. Cell line: NCI-H226. Synergy scores: CSS=-2.44, Synergy_ZIP=-0.0111, Synergy_Bliss=-2.99, Synergy_Loewe=-4.81, Synergy_HSA=-3.82. (2) Drug 1: C1CC(=O)NC(=O)C1N2CC3=C(C2=O)C=CC=C3N. Drug 2: CC(C)NC(=O)C1=CC=C(C=C1)CNNC.Cl. Cell line: OVCAR3. Synergy scores: CSS=7.03, Synergy_ZIP=-0.981, Synergy_Bliss=2.35, Synergy_Loewe=1.52, Synergy_HSA=1.61. (3) Drug 1: CC1C(C(CC(O1)OC2CC(CC3=C2C(=C4C(=C3O)C(=O)C5=C(C4=O)C(=CC=C5)OC)O)(C(=O)C)O)N)O.Cl. Drug 2: C1CCC(C(C1)N)N.C(=O)(C(=O)[O-])[O-].[Pt+4]. Cell line: SK-MEL-28. Synergy scores: CSS=19.0, Synergy_ZIP=-6.10, Synergy_Bliss=-0.205, Synergy_Loewe=-8.41, Synergy_HSA=-1.53. (4) Drug 1: CC1=CC=C(C=C1)C2=CC(=NN2C3=CC=C(C=C3)S(=O)(=O)N)C(F)(F)F. Drug 2: CC(C)(C#N)C1=CC(=CC(=C1)CN2C=NC=N2)C(C)(C)C#N. Cell line: MOLT-4. Synergy scores: CSS=3.23, Synergy_ZIP=8.38, Synergy_Bliss=11.4, Synergy_Loewe=7.91, Synergy_HSA=8.03. (5) Drug 1: C1CC(C1)(C(=O)O)C(=O)O.[NH2-].[NH2-].[Pt+2]. Drug 2: C1=NC(=NC(=O)N1C2C(C(C(O2)CO)O)O)N. Cell line: CAKI-1. Synergy scores: CSS=7.34, Synergy_ZIP=-10.6, Synergy_Bliss=-10.3, Synergy_Loewe=-30.1, Synergy_HSA=-12.2. (6) Drug 1: CCCCCOC(=O)NC1=NC(=O)N(C=C1F)C2C(C(C(O2)C)O)O. Drug 2: B(C(CC(C)C)NC(=O)C(CC1=CC=CC=C1)NC(=O)C2=NC=CN=C2)(O)O. Cell line: HOP-92. Synergy scores: CSS=29.7, Synergy_ZIP=4.42, Synergy_Bliss=3.30, Synergy_Loewe=-32.5, Synergy_HSA=-5.61. (7) Synergy scores: CSS=46.0, Synergy_ZIP=-2.20, Synergy_Bliss=-2.27, Synergy_Loewe=-26.8, Synergy_HSA=1.00. Drug 2: C1=NC2=C(N1)C(=S)N=CN2. Drug 1: CC1=C(C=C(C=C1)NC(=O)C2=CC=C(C=C2)CN3CCN(CC3)C)NC4=NC=CC(=N4)C5=CN=CC=C5. Cell line: SF-268. (8) Drug 1: C1=NNC2=C1C(=O)NC=N2. Drug 2: CC(C)CN1C=NC2=C1C3=CC=CC=C3N=C2N. Cell line: MOLT-4. Synergy scores: CSS=6.61, Synergy_ZIP=0.138, Synergy_Bliss=3.05, Synergy_Loewe=-0.359, Synergy_HSA=-0.841. (9) Drug 1: CC1=C2C(C(=O)C3(C(CC4C(C3C(C(C2(C)C)(CC1OC(=O)C(C(C5=CC=CC=C5)NC(=O)OC(C)(C)C)O)O)OC(=O)C6=CC=CC=C6)(CO4)OC(=O)C)OC)C)OC. Drug 2: CN(C(=O)NC(C=O)C(C(C(CO)O)O)O)N=O. Cell line: EKVX. Synergy scores: CSS=22.1, Synergy_ZIP=-14.9, Synergy_Bliss=-17.4, Synergy_Loewe=-45.0, Synergy_HSA=-16.4.